Predict the product of the given reaction. From a dataset of Forward reaction prediction with 1.9M reactions from USPTO patents (1976-2016). Given the reactants [CH3:1][C:2]1([CH3:22])[N:6]([C:7]([O:9][CH2:10][C:11]2[CH:16]=[CH:15][CH:14]=[CH:13][CH:12]=2)=[O:8])[CH:5]([C:17]([O:19][CH3:20])=[O:18])[C:4](=[O:21])[CH2:3]1.[CH3:23][N:24]([CH:26](OC)OC)[CH3:25], predict the reaction product. The product is: [CH3:23][N:24](/[CH:26]=[C:3]1\[C:4](=[O:21])[CH:5]([C:17]([O:19][CH3:20])=[O:18])[N:6]([C:7]([O:9][CH2:10][C:11]2[CH:12]=[CH:13][CH:14]=[CH:15][CH:16]=2)=[O:8])[C:2]\1([CH3:22])[CH3:1])[CH3:25].